This data is from Reaction yield outcomes from USPTO patents with 853,638 reactions. The task is: Predict the reaction yield, written as a fraction of the theoretical maximum amount of product (1.0 means a 100% yield; for example, 0.34 means a 34% yield). (1) The reactants are [Br:1][C:2]1[C:7]2=[N:8][C:9]([C:12]([OH:14])=O)=[CH:10][N:11]=[C:6]2[CH:5]=[N:4][CH:3]=1.[NH:15]1[CH2:20][CH2:19][S:18](=[O:22])(=[O:21])[CH2:17][CH2:16]1.C(N(CC)CC)C.F[P-](F)(F)(F)(F)F.C[N+](C)=C(N(C)C)O. The catalyst is CN(C)C=O. The product is [Br:1][C:2]1[C:7]2[C:6](=[N:11][CH:10]=[C:9]([C:12]([N:15]3[CH2:20][CH2:19][S:18](=[O:22])(=[O:21])[CH2:17][CH2:16]3)=[O:14])[N:8]=2)[CH:5]=[N:4][CH:3]=1. The yield is 0.490. (2) The reactants are [Cl:1][C:2]1[CH:7]=[C:6]2[NH:8][C:9](=[O:33])[C:10]3([CH:15]([C:16]4[CH:21]=[CH:20][CH:19]=[C:18]([Cl:22])[CH:17]=4)[CH2:14][C:13](=[O:23])[N:12]([CH3:24])[CH:11]3[C:25]3[CH:30]=[C:29]([F:31])[CH:28]=[CH:27][C:26]=3[CH3:32])[C:5]2=[CH:4][CH:3]=1.C[O:35][CH:36]([Si](C)(C)C)[CH3:37].FC(F)(F)C(O)=O. The catalyst is ClCCl. The product is [Cl:1][C:2]1[CH:7]=[C:6]2[N:8]([CH2:37][CH2:36][OH:35])[C:9](=[O:33])[C:10]3([CH:15]([C:16]4[CH:21]=[CH:20][CH:19]=[C:18]([Cl:22])[CH:17]=4)[CH2:14][C:13](=[O:23])[N:12]([CH3:24])[CH:11]3[C:25]3[CH:30]=[C:29]([F:31])[CH:28]=[CH:27][C:26]=3[CH3:32])[C:5]2=[CH:4][CH:3]=1. The yield is 0.677. (3) The reactants are [NH2:1][C:2]1[C:17]([O:18][CH3:19])=[CH:16][C:5]2[CH2:6][CH2:7][N:8]([CH2:11][C:12]([CH3:15])([OH:14])[CH3:13])[CH2:9][CH2:10][C:4]=2[CH:3]=1.C([Si](C)(C)[O:25][C@H:26]1[CH2:30][CH2:29][N:28]([S:31]([C:34]2[CH:39]=[CH:38][CH:37]=[CH:36][C:35]=2[NH:40][C:41]2[C:46]([Cl:47])=[CH:45][N:44]=[C:43](Cl)[N:42]=2)(=[O:33])=[O:32])[CH2:27]1)(C)(C)C. No catalyst specified. The product is [Cl:47][C:46]1[C:41]([NH:40][C:35]2[CH:36]=[CH:37][CH:38]=[CH:39][C:34]=2[S:31]([N:28]2[CH2:29][CH2:30][C@H:26]([OH:25])[CH2:27]2)(=[O:32])=[O:33])=[N:42][C:43]([NH:1][C:2]2[C:17]([O:18][CH3:19])=[CH:16][C:5]3[CH2:6][CH2:7][N:8]([CH2:11][C:12]([OH:14])([CH3:15])[CH3:13])[CH2:9][CH2:10][C:4]=3[CH:3]=2)=[N:44][CH:45]=1. The yield is 0.650. (4) The catalyst is ClCCl. The reactants are [OH:1][CH2:2][CH:3]=[C:4]1[CH2:9][CH2:8][C@H:7]2[C@H:10]3[C@H:20]([CH2:21][CH2:22][C@:5]12[CH3:6])[C@:18]1([CH3:19])[C:13]([CH2:14][C@@H:15]([OH:23])[CH2:16][CH2:17]1)=[CH:12][CH2:11]3.C([O-])([O-])=[O:25].[K+].[K+].ClC1C=C(C=CC=1)C(OO)=O. The yield is 0.750. The product is [OH:23][C@H:15]1[CH2:16][CH2:17][C@@:18]2([CH3:19])[C:13](=[CH:12][CH2:11][C@@H:10]3[C@@H:20]2[CH2:21][CH2:22][C@@:5]2([CH3:6])[C@H:7]3[CH2:8][CH2:9][C@:4]32[O:25][CH:3]3[CH2:2][OH:1])[CH2:14]1. (5) The reactants are [H-].[Al+3].[Li+].[H-].[H-].[H-].C[O:8][C:9]([C@H:11]1[CH2:16][CH2:15][C@H:14]([NH:17][CH2:18][C:19]2[CH:28]=[CH:27][C:22]3[O:23][CH2:24][CH2:25][O:26][C:21]=3[CH:20]=2)[CH2:13][CH2:12]1)=O. The catalyst is O1CCCC1. The product is [O:23]1[C:22]2[CH:27]=[CH:28][C:19]([CH2:18][NH:17][C@H:14]3[CH2:15][CH2:16][C@H:11]([CH2:9][OH:8])[CH2:12][CH2:13]3)=[CH:20][C:21]=2[O:26][CH2:25][CH2:24]1. The yield is 0.990. (6) The reactants are [CH:1]1([C:6]([NH:8][C:9]2[CH:14]=[CH:13][CH:12]=[C:11]([C:15]3[C:23]4[C:18](=[CH:19][CH:20]=[C:21]([C:24]5[N:28]=[CH:27][N:26](C(C6C=CC=CC=6)(C6C=CC=CC=6)C6C=CC=CC=6)[N:25]=5)[CH:22]=4)[N:17](C4CCCCO4)[N:16]=3)[CH:10]=2)=[O:7])[CH2:5][CH2:4][CH2:3][CH2:2]1. The catalyst is Cl.O1CCOCC1. The product is [NH:26]1[CH:27]=[N:28][C:24]([C:21]2[CH:22]=[C:23]3[C:18](=[CH:19][CH:20]=2)[NH:17][N:16]=[C:15]3[C:11]2[CH:10]=[C:9]([NH:8][C:6]([CH:1]3[CH2:2][CH2:3][CH2:4][CH2:5]3)=[O:7])[CH:14]=[CH:13][CH:12]=2)=[N:25]1. The yield is 0.460.